Dataset: Full USPTO retrosynthesis dataset with 1.9M reactions from patents (1976-2016). Task: Predict the reactants needed to synthesize the given product. Given the product [Cl:16][C:17]1[CH:22]=[C:21]([N:23]2[CH2:28][CH2:27][N:26]([CH3:29])[CH2:25][CH2:24]2)[CH:20]=[CH:19][C:18]=1[NH:30][C:31]1[N:32]=[CH:33][C:34]2[CH:40]=[CH:39][C:38](=[O:41])[N:37]([C:42]3[CH:43]=[C:44]([NH:48][C:49](=[O:50])[CH:2]=[CH2:3])[CH:45]=[CH:46][CH:47]=3)[C:35]=2[N:36]=1, predict the reactants needed to synthesize it. The reactants are: Cl[C:2]1C=C(N2CCN(C)CC2)C=C[C:3]=1N.[Cl:16][C:17]1[CH:22]=[C:21]([N:23]2[CH2:28][CH2:27][N:26]([CH3:29])[CH2:25][CH2:24]2)[CH:20]=[CH:19][C:18]=1[NH:30][C:31]1[N:32]=[CH:33][C:34]2[CH:40]=[CH:39][C:38](=[O:41])[N:37]([C:42]3[CH:43]=[C:44]([NH:48][C:49](=O)[O:50]C(C)(C)C)[CH:45]=[CH:46][CH:47]=3)[C:35]=2[N:36]=1.